From a dataset of Forward reaction prediction with 1.9M reactions from USPTO patents (1976-2016). Predict the product of the given reaction. The product is: [C:10]([C:9]1[CH:8]=[CH:7][C:6]([CH2:14][CH2:15][O:16][C:17]2[CH:18]=[CH:19][C:20]3[N:24]=[C:23]([CH2:25][O:26][C:27]4[CH:40]=[CH:39][C:30]([CH2:31][CH:32]5[S:36][C:35](=[O:37])[NH:34][C:33]5=[O:38])=[CH:29][CH:28]=4)[N:22]([CH3:41])[C:21]=3[CH:42]=2)=[CH:5][C:4]=1[NH:3][C:52]([NH:51][C:48]1[CH:47]=[CH:46][C:45]([C:44]([F:43])([F:54])[F:55])=[CH:50][CH:49]=1)=[O:53])([CH3:13])([CH3:12])[CH3:11]. Given the reactants Cl.Cl.[NH2:3][C:4]1[CH:5]=[C:6]([CH2:14][CH2:15][O:16][C:17]2[CH:18]=[CH:19][C:20]3[N:24]=[C:23]([CH2:25][O:26][C:27]4[CH:40]=[CH:39][C:30]([CH2:31][CH:32]5[S:36][C:35](=[O:37])[NH:34][C:33]5=[O:38])=[CH:29][CH:28]=4)[N:22]([CH3:41])[C:21]=3[CH:42]=2)[CH:7]=[CH:8][C:9]=1[C:10]([CH3:13])([CH3:12])[CH3:11].[F:43][C:44]([F:55])([F:54])[C:45]1[CH:50]=[CH:49][C:48]([N:51]=[C:52]=[O:53])=[CH:47][CH:46]=1.C(N(CC)CC)C, predict the reaction product.